From a dataset of Full USPTO retrosynthesis dataset with 1.9M reactions from patents (1976-2016). Predict the reactants needed to synthesize the given product. (1) Given the product [Br:21][C:22]1[CH:23]=[C:24]([C:28]([N:14]([CH:11]2[CH2:10][CH2:9][N:8]([C:6]3[CH:5]=[C:4]([C:16]4[NH:20][N:19]=[N:18][N:17]=4)[CH:3]=[C:2]([Cl:1])[N:7]=3)[CH2:13][CH2:12]2)[CH3:15])=[O:30])[NH:25][C:26]=1[CH3:27], predict the reactants needed to synthesize it. The reactants are: [Cl:1][C:2]1[N:7]=[C:6]([N:8]2[CH2:13][CH2:12][CH:11]([NH:14][CH3:15])[CH2:10][CH2:9]2)[CH:5]=[C:4]([C:16]2[NH:20][N:19]=[N:18][N:17]=2)[CH:3]=1.[Br:21][C:22]1[CH:23]=[C:24]([C:28]([O:30]C2C(F)=C(F)C(F)=C(F)C=2F)=O)[NH:25][C:26]=1[CH3:27]. (2) Given the product [F:23][C:20]1[CH:19]=[CH:18][C:17]([C:14]2[NH:15][CH:16]=[CH:12][C:13]=2[C:24]2[CH:29]=[CH:28][N:27]=[CH:26][CH:25]=2)=[CH:22][CH:21]=1, predict the reactants needed to synthesize it. The reactants are: S(=O)(=O)(O)O.O.C(OC([C:12]1[C:13]([C:24]2[CH:29]=[CH:28][N:27]=[CH:26][CH:25]=2)=[C:14]([C:17]2[CH:22]=[CH:21][C:20]([F:23])=[CH:19][CH:18]=2)[NH:15][CH:16]=1)=O)C.[OH-].[Na+]. (3) Given the product [F:1][C:2]1[C:16](=[O:17])[NH:15][C:5]2[N:6]=[C:7]([O:38][CH2:37][CH2:36][CH2:35][CH2:34][N:31]3[CH2:32][CH2:33][N:28]([C:18]4[C:27]5[C:22](=[CH:23][CH:24]=[CH:25][CH:26]=5)[CH:21]=[CH:20][CH:19]=4)[CH2:29][CH2:30]3)[N:8]=[C:9]([CH3:10])[C:4]=2[CH:3]=1, predict the reactants needed to synthesize it. The reactants are: [F:1][C:2]1[C:16](=[O:17])[NH:15][C:5]2[N:6]=[C:7](S(C)(=O)=O)[N:8]=[C:9]([CH3:10])[C:4]=2[CH:3]=1.[C:18]1([N:28]2[CH2:33][CH2:32][N:31]([CH2:34][CH2:35][CH2:36][CH2:37][OH:38])[CH2:30][CH2:29]2)[C:27]2[C:22](=[CH:23][CH:24]=[CH:25][CH:26]=2)[CH:21]=[CH:20][CH:19]=1. (4) Given the product [CH:13]1[CH:12]=[C:11]2[CH:10]([CH2:9][O:8][C:6]([NH:23][CH2:24][CH:25]=[O:26])=[O:7])[C:22]3[C:17]([C:16]2=[CH:15][CH:14]=1)=[CH:18][CH:19]=[CH:20][CH:21]=3, predict the reactants needed to synthesize it. The reactants are: CN(C=O)C.[C:6]([NH:23][CH2:24][C:25](O)=[O:26])([O:8][CH2:9][CH:10]1[C:22]2[C:17](=[CH:18][CH:19]=[CH:20][CH:21]=2)[C:16]2[C:11]1=[CH:12][CH:13]=[CH:14][CH:15]=2)=[O:7].C(N=C=NC(C)C)(C)C. (5) The reactants are: Br[C:2]1[CH:3]=[CH:4][C:5]2[CH:11]3[CH2:12][CH:9]([CH2:10]3)[N:8]3[C:13]([C:19]4[CH:20]=[N:21][N:22]([CH2:24][C:25]([OH:28])([CH3:27])[CH3:26])[CH:23]=4)=[C:14]([C:16]([NH2:18])=[O:17])[N:15]=[C:7]3[C:6]=2[CH:29]=1.[C:30]([C:32]1([OH:37])[CH2:36][CH2:35][CH2:34][CH2:33]1)#[CH:31]. Given the product [OH:28][C:25]([CH3:27])([CH3:26])[CH2:24][N:22]1[CH:23]=[C:19]([C:13]2[N:8]3[CH:9]4[CH2:12][CH:11]([C:5]5[CH:4]=[CH:3][C:2]([C:31]#[C:30][C:32]6([OH:37])[CH2:36][CH2:35][CH2:34][CH2:33]6)=[CH:29][C:6]=5[C:7]3=[N:15][C:14]=2[C:16]([NH2:18])=[O:17])[CH2:10]4)[CH:20]=[N:21]1, predict the reactants needed to synthesize it. (6) Given the product [NH2:1][C:4]1[CH:5]=[CH:6][C:7]([C:10]2[CH:14]=[C:13]([CH2:15][OH:16])[O:12][N:11]=2)=[CH:8][CH:9]=1, predict the reactants needed to synthesize it. The reactants are: [N+:1]([C:4]1[CH:9]=[CH:8][C:7]([C:10]2[CH:14]=[C:13]([CH2:15][OH:16])[O:12][N:11]=2)=[CH:6][CH:5]=1)([O-])=O.[H][H]. (7) Given the product [C:1]([O:5][C:6](=[O:31])[N:7]([CH2:15][CH2:16][C:17]1[CH:18]=[CH:19][C:20]([O:23][C:24]2[CH:29]=[CH:28][C:27]([NH:30][C:32](=[O:39])[C:33]3[CH:38]=[CH:37][CH:36]=[CH:35][CH:34]=3)=[CH:26][CH:25]=2)=[CH:21][CH:22]=1)[CH2:8][C:9]1[CH:10]=[CH:11][CH:12]=[CH:13][CH:14]=1)([CH3:4])([CH3:2])[CH3:3], predict the reactants needed to synthesize it. The reactants are: [C:1]([O:5][C:6](=[O:31])[N:7]([CH2:15][CH2:16][C:17]1[CH:22]=[CH:21][C:20]([O:23][C:24]2[CH:29]=[CH:28][C:27]([NH2:30])=[CH:26][CH:25]=2)=[CH:19][CH:18]=1)[CH2:8][C:9]1[CH:14]=[CH:13][CH:12]=[CH:11][CH:10]=1)([CH3:4])([CH3:3])[CH3:2].[C:32](Cl)(=[O:39])[C:33]1[CH:38]=[CH:37][CH:36]=[CH:35][CH:34]=1.C(N(CC)CC)C.